From a dataset of Forward reaction prediction with 1.9M reactions from USPTO patents (1976-2016). Predict the product of the given reaction. Given the reactants [C:1]([O:5][C:6]([N:8]([CH2:22][CH:23]1[CH2:25][CH2:24]1)[C@@H:9]1[CH2:11][C@H:10]1[C:12]1[CH:13]=[CH:14][C:15]([F:21])=[C:16]([CH:20]=1)[C:17](O)=[O:18])=[O:7])([CH3:4])([CH3:3])[CH3:2].Cl.[F:27][C:28]1([F:33])[CH2:31][CH:30]([NH2:32])[CH2:29]1.F[P-](F)(F)(F)(F)F.N1(OC(N(C)C)=[N+](C)C)C2N=CC=CC=2N=N1.C(=O)([O-])O.[Na+], predict the reaction product. The product is: [CH:23]1([CH2:22][N:8]([C@@H:9]2[CH2:11][C@H:10]2[C:12]2[CH:13]=[CH:14][C:15]([F:21])=[C:16]([C:17](=[O:18])[NH:32][CH:30]3[CH2:31][C:28]([F:33])([F:27])[CH2:29]3)[CH:20]=2)[C:6](=[O:7])[O:5][C:1]([CH3:2])([CH3:3])[CH3:4])[CH2:24][CH2:25]1.